From a dataset of Peptide-MHC class II binding affinity with 134,281 pairs from IEDB. Regression. Given a peptide amino acid sequence and an MHC pseudo amino acid sequence, predict their binding affinity value. This is MHC class II binding data. (1) The peptide sequence is VRFSWLSLLVPFVQW. The MHC is HLA-DQA10101-DQB10501 with pseudo-sequence HLA-DQA10101-DQB10501. The binding affinity (normalized) is 0.367. (2) The peptide sequence is PCREQDELIGRGRVS. The MHC is DRB4_0103 with pseudo-sequence DRB4_0103. The binding affinity (normalized) is 0.566. (3) The peptide sequence is AAATAKTTVYGAFAA. The MHC is HLA-DQA10102-DQB10602 with pseudo-sequence HLA-DQA10102-DQB10602. The binding affinity (normalized) is 0.558. (4) The peptide sequence is AENNLQITEHKRLQLAN. The MHC is DRB1_0101 with pseudo-sequence DRB1_0101. The binding affinity (normalized) is 0.308. (5) The peptide sequence is GGRLAFQEFMIVPCE. The MHC is DRB1_0405 with pseudo-sequence DRB1_0405. The binding affinity (normalized) is 0.504. (6) The peptide sequence is FFLFNILTGKKITAH. The MHC is H-2-IAd with pseudo-sequence H-2-IAd. The binding affinity (normalized) is 0.415. (7) The peptide sequence is YDKFLANVSTVLQGK. The MHC is DRB1_0701 with pseudo-sequence DRB1_0701. The binding affinity (normalized) is 0.732.